Predict the reaction yield, written as a fraction of the theoretical maximum amount of product (1.0 means a 100% yield; for example, 0.34 means a 34% yield). From a dataset of Reaction yield outcomes from USPTO patents with 853,638 reactions. (1) The yield is 0.570. The reactants are [CH:1]1([N:5]2[C:9]3[CH:10]=[C:11]([C:14](OCC)=[O:15])[CH:12]=[CH:13][C:8]=3[N:7]=[C:6]2[NH:19][C:20](=[O:26])[CH2:21][C:22]([CH3:25])([CH3:24])[CH3:23])[CH2:4][CH2:3][CH2:2]1.[H-].C([Al+]CC(C)C)C(C)C. The product is [CH:1]1([N:5]2[C:9]3[CH:10]=[C:11]([CH2:14][OH:15])[CH:12]=[CH:13][C:8]=3[N:7]=[C:6]2[NH:19][C:20](=[O:26])[CH2:21][C:22]([CH3:24])([CH3:23])[CH3:25])[CH2:2][CH2:3][CH2:4]1. The catalyst is C(Cl)Cl.[Na].C(C(C(C([O-])=O)O)O)([O-])=O.[K+].[K+]. (2) The reactants are [CH3:1][O:2][CH2:3][CH:4]1[CH2:8][N:7]([C:9](OC(C)(C)C)=[O:10])[CH:6]([C:16]2[NH:20][C:19]3[C:21]4[C:26]([CH:27]=[CH:28][C:18]=3[N:17]=2)=[CH:25][C:24]2[C:29]3[C:34]([CH2:35][O:36][C:23]=2[CH:22]=4)=[CH:33][C:32]([B:37]2[O:41][C:40]([CH3:43])([CH3:42])[C:39]([CH3:45])([CH3:44])[O:38]2)=[CH:31][CH:30]=3)[CH2:5]1.Cl.[CH3:47][O:48][C@H:49]([CH3:59])[C@H:50]([NH:54][C:55]([O:57][CH3:58])=[O:56])C(O)=O.CN(C(ON1N=NC2C=CC=NC1=2)=[N+](C)C)C.F[P-](F)(F)(F)(F)F.CCN(C(C)C)C(C)C. The catalyst is C(Cl)Cl.CO. The product is [CH3:58][O:57][C:55](=[O:56])[NH:54][CH:50]([CH:49]([O:48][CH3:47])[CH3:59])[C:9]([N:7]1[CH2:8][CH:4]([CH2:3][O:2][CH3:1])[CH2:5][CH:6]1[C:16]1[NH:20][C:19]2[C:21]3[C:26]([CH:27]=[CH:28][C:18]=2[N:17]=1)=[CH:25][C:24]1[C:29]2[C:34]([CH2:35][O:36][C:23]=1[CH:22]=3)=[CH:33][C:32]([B:37]1[O:38][C:39]([CH3:44])([CH3:45])[C:40]([CH3:43])([CH3:42])[O:41]1)=[CH:31][CH:30]=2)=[O:10]. The yield is 0.920. (3) The reactants are [O:1]1[C:5]2[CH:6]=[CH:7][CH:8]=[CH:9][C:4]=2[N:3]=[C:2]1[C:10]1[CH:11]=[C:12]([NH2:17])[CH:13]=[CH:14][C:15]=1[Cl:16].N1C=CC=CC=1.Cl[C:25]([O:27][CH2:28][C:29]#[CH:30])=[O:26]. The catalyst is O1CCCC1. The product is [CH2:28]([O:27][C:25](=[O:26])[NH:17][C:12]1[CH:13]=[CH:14][C:15]([Cl:16])=[C:10]([C:2]2[O:1][C:5]3[CH:6]=[CH:7][CH:8]=[CH:9][C:4]=3[N:3]=2)[CH:11]=1)[C:29]#[CH:30]. The yield is 0.840. (4) The catalyst is C(#N)C. The product is [F:1][C:2]([F:8])([F:7])[S:3]([O-:6])(=[O:5])=[O:4].[O:11]=[C:12]([CH2:20][CH3:21])[CH2:13][S+:14]1[CH2:16][CH2:17][CH2:18][CH2:19]1. The reactants are [F:1][C:2]([F:8])([F:7])[S:3]([O-:6])(=[O:5])=[O:4].[K+].[Br-].[O:11]=[C:12]([CH2:20][CH3:21])[CH2:13][S+:14]1[CH2:19][CH2:18][CH2:17][CH2:16]C1. The yield is 0.658. (5) The reactants are [CH2:1]([C@H:3]1[C:11]2[C:6](=[CH:7][C:8]([C:12]([O:14]CCCC)=[O:13])=[CH:9][CH:10]=2)[CH2:5][N:4]1[C:19]([O:21][C:22]([CH3:25])([CH3:24])[CH3:23])=[O:20])[CH3:2].[OH-].[Na+].Cl. The catalyst is CO.C1COCC1.O. The product is [C:22]([O:21][C:19]([N:4]1[CH2:5][C:6]2[C:11](=[CH:10][CH:9]=[C:8]([C:12]([OH:14])=[O:13])[CH:7]=2)[C@@H:3]1[CH2:1][CH3:2])=[O:20])([CH3:25])([CH3:24])[CH3:23]. The yield is 0.960. (6) The reactants are [OH:1][C:2]1([C@H:6]([NH:8][C:9](=[O:15])[O:10][C:11]([CH3:14])([CH3:13])[CH3:12])[CH3:7])[CH2:5][NH:4][CH2:3]1.C(N(C(C)C)CC)(C)C.[F:25][C:26]1[C:27]([NH:36][C:37]2[CH:42]=[CH:41][C:40]([I:43])=[CH:39][C:38]=2[F:44])=[C:28]([CH:32]=[CH:33][C:34]=1[F:35])[C:29](F)=[O:30]. The catalyst is ClCCl. The product is [F:25][C:26]1[C:27]([NH:36][C:37]2[CH:42]=[CH:41][C:40]([I:43])=[CH:39][C:38]=2[F:44])=[C:28]([C:29]([N:4]2[CH2:3][C:2]([C@H:6]([NH:8][C:9](=[O:15])[O:10][C:11]([CH3:14])([CH3:13])[CH3:12])[CH3:7])([OH:1])[CH2:5]2)=[O:30])[CH:32]=[CH:33][C:34]=1[F:35]. The yield is 0.610. (7) The reactants are [C:1]1([CH3:10])[CH:6]=[CH:5][C:4]([CH2:7][C:8]#N)=[CH:3][CH:2]=1.[H-].[Na+].[CH3:13]I.C[N:16]([CH:18]=O)C. No catalyst specified. The product is [CH3:8][C:7]([C:4]1[CH:5]=[CH:6][C:1]([CH3:10])=[CH:2][CH:3]=1)([CH3:13])[C:18]#[N:16]. The yield is 0.830.